From a dataset of Full USPTO retrosynthesis dataset with 1.9M reactions from patents (1976-2016). Predict the reactants needed to synthesize the given product. (1) Given the product [OH:38][CH:37]([CH3:39])[CH2:36][O:35][C@H:32]1[CH2:31][CH2:30][C@H:29]([N:3]2[C:2](=[O:1])[C:7]([CH2:8][C:9]3[CH:14]=[CH:13][C:12]([C:15]4[C:16]([C:21]#[N:22])=[CH:17][CH:18]=[CH:19][CH:20]=4)=[CH:11][CH:10]=3)=[C:6]([CH2:23][CH2:24][CH3:25])[N:5]3[N:26]=[CH:27][N:28]=[C:4]23)[CH2:34][CH2:33]1, predict the reactants needed to synthesize it. The reactants are: [O:1]=[C:2]1[C:7]([CH2:8][C:9]2[CH:14]=[CH:13][C:12]([C:15]3[C:16]([C:21]#[N:22])=[CH:17][CH:18]=[CH:19][CH:20]=3)=[CH:11][CH:10]=2)=[C:6]([CH2:23][CH2:24][CH3:25])[N:5]2[N:26]=[CH:27][N:28]=[C:4]2[N:3]1[C@H:29]1[CH2:34][CH2:33][C@H:32]([O:35][CH2:36][CH:37]=[O:38])[CH2:31][CH2:30]1.[CH3:39][Mg]Br.O1CCCC1. (2) Given the product [OH:36][CH:15]([C:12]1[CH:13]=[CH:14][C:9]([OH:8])=[C:10]([CH2:37][OH:38])[CH:11]=1)[CH2:16][NH:17][C:18]([CH3:35])([CH3:34])[CH2:19][CH2:20][N:21]1[CH:25]=[N:24][C:23]([C:26]2[CH:27]=[CH:28][C:29]([O:32][CH3:33])=[CH:30][CH:31]=2)=[N:22]1, predict the reactants needed to synthesize it. The reactants are: C([O:8][C:9]1[CH:14]=[CH:13][C:12]([CH:15]([OH:36])[CH2:16][NH:17][C:18]([CH3:35])([CH3:34])[CH2:19][CH2:20][N:21]2[CH:25]=[N:24][C:23]([C:26]3[CH:31]=[CH:30][C:29]([O:32][CH3:33])=[CH:28][CH:27]=3)=[N:22]2)=[CH:11][C:10]=1[CH2:37][OH:38])C1C=CC=CC=1. (3) The reactants are: [ClH:1].[CH2:2]([O:9][C:10]1[C:11]([NH:17][C:18]2[S:19][CH:20]=[C:21]([CH3:23])[N:22]=2)=[N:12][CH:13]=[C:14](Br)[CH:15]=1)[C:3]1[CH:8]=[CH:7][CH:6]=[CH:5][CH:4]=1.[Li]C.C([Li])CCC.[C:31]1([S:37][S:37][C:31]2[CH:36]=[CH:35][CH:34]=[CH:33][CH:32]=2)[CH:36]=[CH:35][CH:34]=[CH:33][CH:32]=1. Given the product [ClH:1].[CH2:2]([O:9][C:10]1[C:11]([NH:17][C:18]2[S:19][CH:20]=[C:21]([CH3:23])[N:22]=2)=[N:12][CH:13]=[C:14]([S:37][C:31]2[CH:36]=[CH:35][CH:34]=[CH:33][CH:32]=2)[CH:15]=1)[C:3]1[CH:8]=[CH:7][CH:6]=[CH:5][CH:4]=1, predict the reactants needed to synthesize it. (4) Given the product [CH3:49][O:52][C:2]1[CH:7]=[CH:6][CH:5]=[CH:4][C:3]=1[NH:8][C:9](=[S:35])[NH:10][C:11]1[CH:16]=[CH:15][C:14]([C:17]2[CH:25]=[C:24]3[C:20]([CH2:21][N:22]([C@@H:27]([CH:32]([CH3:34])[CH3:33])[C:28]([O:30][CH3:31])=[O:29])[C:23]3=[O:26])=[CH:19][CH:18]=2)=[CH:13][CH:12]=1, predict the reactants needed to synthesize it. The reactants are: F[C:2]1[CH:7]=[CH:6][CH:5]=[CH:4][C:3]=1[NH:8][C:9](=[S:35])[NH:10][C:11]1[CH:16]=[CH:15][C:14]([C:17]2[CH:25]=[C:24]3[C:20]([CH2:21][N:22]([C@@H:27]([CH:32]([CH3:34])[CH3:33])[C:28]([O:30][CH3:31])=[O:29])[C:23]3=[O:26])=[CH:19][CH:18]=2)=[CH:13][CH:12]=1.NC1C=CC(C2C=C3C(CN([C@@H](C(C)C)C(OC)=O)[C:49]3=[O:52])=CC=2)=CC=1.COC1C=CC=CC=1N=C=S. (5) Given the product [CH2:1]([N:3]1[C:7]([O:8][S:16]([C:19]([F:22])([F:21])[F:20])(=[O:17])=[O:15])=[CH:6][C:5]([C:9]2[CH:14]=[CH:13][CH:12]=[CH:11][CH:10]=2)=[N:4]1)[CH3:2], predict the reactants needed to synthesize it. The reactants are: [CH2:1]([N:3]1[C:7]([OH:8])=[CH:6][C:5]([C:9]2[CH:14]=[CH:13][CH:12]=[CH:11][CH:10]=2)=[N:4]1)[CH3:2].[O:15](S(C(F)(F)F)(=O)=O)[S:16]([C:19]([F:22])([F:21])[F:20])(=O)=[O:17].O. (6) Given the product [F:9][C:10]1[CH:11]=[N:12][CH:13]=[CH:14][C:15]=1[N:4]1[CH:5]=[CH:6][C:2]([I:1])=[N:3]1, predict the reactants needed to synthesize it. The reactants are: [I:1][C:2]1[CH:6]=[CH:5][NH:4][N:3]=1.[H-].[Na+].[F:9][C:10]1[CH:11]=[N:12][CH:13]=[CH:14][C:15]=1F. (7) Given the product [Cl:31][C:28]1[CH:29]=[CH:30][C:25]([CH:10]2[C:5]3[N:6]([CH:7]([CH3:9])[CH3:8])[C:2]([C:39]4[C:34]([O:33][CH3:32])=[N:35][CH:36]=[CH:37][CH:38]=4)=[N:3][C:4]=3[C:12](=[O:13])[N:11]2[C:14]2[N:19]=[C:18]3[N:20]([CH3:23])[N:21]=[N:22][C:17]3=[C:16]([CH3:24])[CH:15]=2)=[CH:26][CH:27]=1, predict the reactants needed to synthesize it. The reactants are: Br[C:2]1[N:6]([CH:7]([CH3:9])[CH3:8])[C:5]2[CH:10]([C:25]3[CH:30]=[CH:29][C:28]([Cl:31])=[CH:27][CH:26]=3)[N:11]([C:14]3[N:19]=[C:18]4[N:20]([CH3:23])[N:21]=[N:22][C:17]4=[C:16]([CH3:24])[CH:15]=3)[C:12](=[O:13])[C:4]=2[N:3]=1.[CH3:32][O:33][C:34]1[C:39](B(O)O)=[CH:38][CH:37]=[CH:36][N:35]=1.